Dataset: Forward reaction prediction with 1.9M reactions from USPTO patents (1976-2016). Task: Predict the product of the given reaction. (1) Given the reactants [C:1]1([S:7]([N:10]2[C:14]3=[N:15][CH:16]=[C:17]([N+:20]([O-:22])=[O:21])[C:18](Cl)=[C:13]3[CH:12]=[CH:11]2)(=[O:9])=[O:8])[CH:6]=[CH:5][CH:4]=[CH:3][CH:2]=1.[N:23]1[C:27]2[CH2:28][CH2:29][CH:30]([NH2:32])[CH2:31][C:26]=2[NH:25][CH:24]=1.CCN(C(C)C)C(C)C, predict the reaction product. The product is: [C:1]1([S:7]([N:10]2[C:14]3=[N:15][CH:16]=[C:17]([N+:20]([O-:22])=[O:21])[C:18]([NH:32][CH:30]4[CH2:29][CH2:28][C:27]5[N:23]=[CH:24][NH:25][C:26]=5[CH2:31]4)=[C:13]3[CH:12]=[CH:11]2)(=[O:9])=[O:8])[CH:6]=[CH:5][CH:4]=[CH:3][CH:2]=1. (2) Given the reactants [F:1][C:2]1[C:7]2[N:8]=[N:9][S:10][C:6]=2[CH:5]=[C:4]2[NH:11][C:12](=[O:22])[N:13]([C:14]3[CH:19]=[CH:18][C:17]([Br:20])=[CH:16][C:15]=3[Cl:21])[C:3]=12.C(N(CC)CC)C.[CH:30]1([S:33](Cl)(=[O:35])=[O:34])[CH2:32][CH2:31]1, predict the reaction product. The product is: [CH:30]1([S:33]([N:11]2[C:4]3=[CH:5][C:6]4[S:10][N:9]=[N:8][C:7]=4[C:2]([F:1])=[C:3]3[N:13]([C:14]3[CH:19]=[CH:18][C:17]([Br:20])=[CH:16][C:15]=3[Cl:21])[C:12]2=[O:22])(=[O:35])=[O:34])[CH2:32][CH2:31]1. (3) Given the reactants [F:1][C:2]1[C:3]([C:10]2[CH:19]=[CH:18][C:13]([C:14](OC)=[O:15])=[CH:12][C:11]=2[C:20]2([CH2:25][O:26][CH3:27])[CH2:24][CH2:23][CH2:22][CH2:21]2)=[CH:4][C:5]([O:8][CH3:9])=[N:6][CH:7]=1.[H-].[H-].[H-].[H-].[Li+].[Al+3], predict the reaction product. The product is: [F:1][C:2]1[C:3]([C:10]2[CH:19]=[CH:18][C:13]([CH2:14][OH:15])=[CH:12][C:11]=2[C:20]2([CH2:25][O:26][CH3:27])[CH2:21][CH2:22][CH2:23][CH2:24]2)=[CH:4][C:5]([O:8][CH3:9])=[N:6][CH:7]=1. (4) Given the reactants [CH3:1][C:2]1[CH:7]=[CH:6][C:5]([CH3:8])=[CH:4][CH:3]=1.[Cl:9][S:10]([OH:13])(=O)=[O:11], predict the reaction product. The product is: [CH3:1][C:2]1[C:7]([S:10]([Cl:9])(=[O:13])=[O:11])=[CH:6][C:5]([CH3:8])=[CH:4][C:3]=1[S:10]([Cl:9])(=[O:13])=[O:11]. (5) Given the reactants C(O[C:6]([C:8]1[N:9]=[C:10]([C:26]#[N:27])[C:11]2[C:16]([C:17]=1[OH:18])=[CH:15][CH:14]=[C:13]([O:19][CH:20]1[CH2:25][CH2:24][CH2:23][CH2:22][CH2:21]1)[CH:12]=2)=[O:7])CCC.[NH2:28][CH2:29][C:30]1([C:34]([OH:36])=[O:35])[CH2:33][CH2:32][CH2:31]1.C[O-].[Na+].CO.Cl, predict the reaction product. The product is: [C:26]([C:10]1[C:11]2[C:16](=[CH:15][CH:14]=[C:13]([O:19][CH:20]3[CH2:25][CH2:24][CH2:23][CH2:22][CH2:21]3)[CH:12]=2)[C:17]([OH:18])=[C:8]([C:6]([NH:28][CH2:29][C:30]2([C:34]([OH:36])=[O:35])[CH2:33][CH2:32][CH2:31]2)=[O:7])[N:9]=1)#[N:27]. (6) Given the reactants [Cl:1][C:2]1[CH:18]=[CH:17][C:5]2[CH2:6][CH2:7][N:8]([C:11](=[O:16])[C:12]([F:15])([F:14])[F:13])[CH2:9][CH2:10][C:4]=2[C:3]=1OS(C(F)(F)F)(=O)=O.C1C=CC(P(C2C(C3C(P(C4C=CC=CC=4)C4C=CC=CC=4)=CC=C4C=3C=CC=C4)=C3C(C=CC=C3)=CC=2)C2C=CC=CC=2)=CC=1.[CH:73]1([C:79]([C:81]2[CH:88]=[CH:87][C:84]([CH2:85][NH2:86])=[CH:83][CH:82]=2)=[O:80])[CH2:78][CH2:77][CH2:76][CH2:75][CH2:74]1.C(=O)([O-])[O-].[Cs+].[Cs+], predict the reaction product. The product is: [Cl:1][C:2]1[CH:18]=[CH:17][C:5]2[CH2:6][CH2:7][N:8]([C:11](=[O:16])[C:12]([F:15])([F:14])[F:13])[CH2:9][CH2:10][C:4]=2[C:3]=1[NH:86][CH2:85][C:84]1[CH:87]=[CH:88][C:81]([C:79]([CH:73]2[CH2:78][CH2:77][CH2:76][CH2:75][CH2:74]2)=[O:80])=[CH:82][CH:83]=1.